The task is: Predict the product of the given reaction.. This data is from Forward reaction prediction with 1.9M reactions from USPTO patents (1976-2016). (1) Given the reactants [CH3:1][O:2][C:3]1[CH:4]=[C:5]([NH:14][C:15](=[O:29])[C@H:16]([NH:21]C(=O)OC(C)(C)C)[CH2:17][CH:18]([CH3:20])[CH3:19])[CH:6]=[CH:7][C:8]=1[C:9]1[O:13][CH:12]=[N:11][CH:10]=1.C(O)(C(F)(F)F)=O, predict the reaction product. The product is: [NH2:21][C@H:16]([CH2:17][CH:18]([CH3:20])[CH3:19])[C:15]([NH:14][C:5]1[CH:6]=[CH:7][C:8]([C:9]2[O:13][CH:12]=[N:11][CH:10]=2)=[C:3]([O:2][CH3:1])[CH:4]=1)=[O:29]. (2) Given the reactants [CH2:1]([C@H:3]1[C:11]2[C:6](=[CH:7][C:8]([C:12]([O:14]CCCC)=[O:13])=[CH:9][CH:10]=2)[CH2:5][N:4]1[C:19]([O:21][C:22]([CH3:25])([CH3:24])[CH3:23])=[O:20])[CH3:2].[OH-].[Na+].Cl, predict the reaction product. The product is: [C:22]([O:21][C:19]([N:4]1[CH2:5][C:6]2[C:11](=[CH:10][CH:9]=[C:8]([C:12]([OH:14])=[O:13])[CH:7]=2)[C@@H:3]1[CH2:1][CH3:2])=[O:20])([CH3:25])([CH3:24])[CH3:23]. (3) Given the reactants [NH2:1][C:2]1[N:7]=[C:6]([C:8]([O:10][CH3:11])=[O:9])[CH:5]=[CH:4][CH:3]=1.Cl[CH2:13][CH:14]=O, predict the reaction product. The product is: [N:1]1[CH:13]=[CH:14][N:7]2[C:6]([C:8]([O:10][CH3:11])=[O:9])=[CH:5][CH:4]=[CH:3][C:2]=12. (4) The product is: [ClH:4].[Cl:4][C:5]1[CH:6]=[C:7]([CH:12]2[CH2:17][CH2:16][NH:15][CH2:14][CH2:13]2)[CH:8]=[CH:9][C:10]=1[Cl:11]. Given the reactants [H][H].Cl.[Cl:4][C:5]1[CH:6]=[C:7]([C:12]2[CH2:13][CH2:14][NH:15][CH2:16][CH:17]=2)[CH:8]=[CH:9][C:10]=1[Cl:11], predict the reaction product. (5) Given the reactants Br[C:2]1[CH:3]=[C:4]([CH:28]=[CH:29][CH:30]=1)[CH2:5][N:6]1[C:10]([CH3:11])=[CH:9][C:8](/[C:12](/[F:27])=[CH:13]/[C:14]2[CH:19]=[CH:18][C:17]([C:20]3([C:23]([F:26])([F:25])[F:24])[CH2:22][CH2:21]3)=[CH:16][CH:15]=2)=[N:7]1.[C:31]([CH:33]1[CH2:38][CH2:37][NH:36][CH2:35][CH2:34]1)#[N:32], predict the reaction product. The product is: [F:27]/[C:12](/[C:8]1[CH:9]=[C:10]([CH3:11])[N:6]([CH2:5][C:4]2[CH:3]=[C:2]([N:36]3[CH2:37][CH2:38][CH:33]([C:31]#[N:32])[CH2:34][CH2:35]3)[CH:30]=[CH:29][CH:28]=2)[N:7]=1)=[CH:13]\[C:14]1[CH:19]=[CH:18][C:17]([C:20]2([C:23]([F:26])([F:25])[F:24])[CH2:22][CH2:21]2)=[CH:16][CH:15]=1. (6) Given the reactants [Cl:1][C:2]1[CH:7]=[CH:6][C:5]([C@@H:8]2[O:14][CH2:13][CH2:12][N:11]([C:15]([O:17][C:18]([CH3:21])([CH3:20])[CH3:19])=[O:16])[CH2:10][C@H:9]2[CH2:22]OS(C)(=O)=O)=[CH:4][C:3]=1[F:28].[N-:29]=[N+:30]=[N-:31].[Na+], predict the reaction product. The product is: [N:29]([CH2:22][C@H:9]1[C@H:8]([C:5]2[CH:6]=[CH:7][C:2]([Cl:1])=[C:3]([F:28])[CH:4]=2)[O:14][CH2:13][CH2:12][N:11]([C:15]([O:17][C:18]([CH3:21])([CH3:20])[CH3:19])=[O:16])[CH2:10]1)=[N+:30]=[N-:31].